This data is from NCI-60 drug combinations with 297,098 pairs across 59 cell lines. The task is: Regression. Given two drug SMILES strings and cell line genomic features, predict the synergy score measuring deviation from expected non-interaction effect. (1) Drug 1: CS(=O)(=O)CCNCC1=CC=C(O1)C2=CC3=C(C=C2)N=CN=C3NC4=CC(=C(C=C4)OCC5=CC(=CC=C5)F)Cl. Drug 2: C1=CN(C=N1)CC(O)(P(=O)(O)O)P(=O)(O)O. Cell line: HCT-15. Synergy scores: CSS=7.20, Synergy_ZIP=-4.51, Synergy_Bliss=-2.60, Synergy_Loewe=-3.30, Synergy_HSA=-1.53. (2) Drug 1: C#CCC(CC1=CN=C2C(=N1)C(=NC(=N2)N)N)C3=CC=C(C=C3)C(=O)NC(CCC(=O)O)C(=O)O. Drug 2: CC(C)NC(=O)C1=CC=C(C=C1)CNNC.Cl. Cell line: UACC62. Synergy scores: CSS=-1.21, Synergy_ZIP=1.53, Synergy_Bliss=3.81, Synergy_Loewe=0.710, Synergy_HSA=0.831.